The task is: Predict the reaction yield, written as a fraction of the theoretical maximum amount of product (1.0 means a 100% yield; for example, 0.34 means a 34% yield).. This data is from Reaction yield outcomes from USPTO patents with 853,638 reactions. (1) The reactants are [Si]([O:8][CH2:9][C@H:10]1[C:19]2([CH2:21][CH2:20]2)[C@@H:18]([N:22]2[CH:27]=[CH:26][C:25](=[O:28])[NH:24][C:23]2=[O:29])[C@@H:12]2[O:13]C(C)(C)[O:15][C@H:11]12)(C(C)(C)C)(C)C. The catalyst is C(O)(C(F)(F)F)=O.O. The product is [OH:13][C@@H:12]1[C@H:11]([OH:15])[C@@H:10]([CH2:9][OH:8])[C:19]2([CH2:21][CH2:20]2)[C@H:18]1[N:22]1[CH:27]=[CH:26][C:25](=[O:28])[NH:24][C:23]1=[O:29]. The yield is 0.790. (2) The reactants are Cl[C:2]1[NH:7][C:6]2[CH:8]=[C:9]([Cl:11])[S:10][C:5]=2[S:4](=[O:13])(=[O:12])[N:3]=1.Cl.[C:15]12([NH2:25])[CH2:24][CH:19]3[CH2:20][CH:21]([CH2:23][CH:17]([CH2:18]3)[CH2:16]1)[CH2:22]2.C(N(CC)CC)C.C. The catalyst is C(O)C.[OH-].[Na+]. The product is [C:15]12([NH:25][C:2]3[NH:7][C:6]4[CH:8]=[C:9]([Cl:11])[S:10][C:5]=4[S:4](=[O:13])(=[O:12])[N:3]=3)[CH2:22][CH:21]3[CH2:20][CH:19]([CH2:18][CH:17]([CH2:23]3)[CH2:16]1)[CH2:24]2. The yield is 0.110. (3) The reactants are Cl[C:2]([O:4][CH2:5][C:6]1[CH:11]=[CH:10][CH:9]=[CH:8][CH:7]=1)=[O:3].Cl.[Cl:13][CH2:14][CH2:15][NH2:16].[Cl:17][CH2:18][CH2:19]N.C(N(CC)CC)C. The catalyst is ClCCl.O1CCCC1. The product is [Cl:13][CH2:14][CH2:15][N:16]([CH2:19][CH2:18][Cl:17])[C:2](=[O:3])[O:4][CH2:5][C:6]1[CH:11]=[CH:10][CH:9]=[CH:8][CH:7]=1. The yield is 0.260. (4) The reactants are [Cl:1][C:2]1[N:10]=[C:9]2[C:5]([N:6]=[C:7]([CH:12]=O)[N:8]2[CH3:11])=[C:4]([N:14]2[CH2:19][CH2:18][O:17][CH2:16][C@@H:15]2[CH3:20])[N:3]=1.[NH:21]1[CH2:26][CH2:25][CH:24]([C:27]([OH:30])([CH3:29])[CH3:28])[CH2:23][CH2:22]1.C(O[BH-](OC(=O)C)OC(=O)C)(=O)C.[Na+]. The catalyst is ClCCCl. The product is [Cl:1][C:2]1[N:10]=[C:9]2[C:5]([N:6]=[C:7]([CH2:12][N:21]3[CH2:26][CH2:25][CH:24]([C:27]([OH:30])([CH3:29])[CH3:28])[CH2:23][CH2:22]3)[N:8]2[CH3:11])=[C:4]([N:14]2[CH2:19][CH2:18][O:17][CH2:16][C@@H:15]2[CH3:20])[N:3]=1. The yield is 0.840.